Predict the product of the given reaction. From a dataset of Forward reaction prediction with 1.9M reactions from USPTO patents (1976-2016). (1) Given the reactants [CH2:1]([O:3][C:4](=[O:28])[CH2:5][C:6]1[C:10]2[CH:11]=[CH:12][C:13]([O:15][CH2:16][C:17]3[C:18](Cl)=[N:19][C:20]([C:23]([F:26])([F:25])[F:24])=[CH:21][CH:22]=3)=[CH:14][C:9]=2[S:8][CH:7]=1)[CH3:2].[NH:29]1[CH2:33][CH2:32][CH2:31][CH2:30]1.CN(C=O)C.C([O-])([O-])=O.[K+].[K+], predict the reaction product. The product is: [CH2:1]([O:3][C:4](=[O:28])[CH2:5][C:6]1[C:10]2[CH:11]=[CH:12][C:13]([O:15][CH2:16][C:17]3[C:18]([N:29]4[CH2:33][CH2:32][CH2:31][CH2:30]4)=[N:19][C:20]([C:23]([F:26])([F:25])[F:24])=[CH:21][CH:22]=3)=[CH:14][C:9]=2[S:8][CH:7]=1)[CH3:2]. (2) The product is: [NH2:1][C:2]1[S:6][C:5]([C:38]2[CH:37]=[C:36]([F:35])[CH:41]=[CH:40][C:39]=2[OH:45])=[N:4][C:3]=1[C:8]([NH:10][C:11]1[CH:12]=[N:13][N:14]([CH3:34])[C:15]=1[N:16]1[CH2:22][CH2:21][CH2:20][C@@H:19]([NH2:23])[CH2:18][CH2:17]1)=[O:9]. Given the reactants [NH2:1][C:2]1[S:6][C:5](Br)=[N:4][C:3]=1[C:8]([NH:10][C:11]1[CH:12]=[N:13][N:14]([CH3:34])[C:15]=1[N:16]1[CH2:22][CH2:21][CH2:20][C@@H:19]([NH:23]C(=O)OCC2C=CC=CC=2)[CH2:18][CH2:17]1)=[O:9].[F:35][C:36]1[CH:37]=[CH:38][C:39]([OH:45])=[C:40](B(O)O)[CH:41]=1, predict the reaction product. (3) Given the reactants [NH2:1][CH2:2][C:3]1[CH:12]=[CH:11][C:10]2[C:5](=[CH:6][CH:7]=[C:8]([CH2:13][CH2:14][CH2:15][CH2:16][N:17]([CH2:21][CH2:22][CH3:23])[CH2:18][CH2:19][CH3:20])[CH:9]=2)[CH:4]=1.C(OC)(OC)OC.[NH:31]1[CH:35]=[CH:34][N:33]=[C:32]1[CH:36]=O.[BH4-].[Na+].[Cl-].[NH4+], predict the reaction product. The product is: [NH:31]1[CH:35]=[CH:34][N:33]=[C:32]1[CH2:36][NH:1][CH2:2][C:3]1[CH:12]=[CH:11][C:10]2[C:5](=[CH:6][CH:7]=[C:8]([CH2:13][CH2:14][CH2:15][CH2:16][N:17]([CH2:21][CH2:22][CH3:23])[CH2:18][CH2:19][CH3:20])[CH:9]=2)[CH:4]=1. (4) Given the reactants [CH:1]1[C:14]2[C:5](=[N:6][C:7]3[C:12]([N:13]=2)=[CH:11][CH:10]=[CH:9][CH:8]=3)[CH:4]=[CH:3][CH:2]=1.S(S([O-])=O)([O-])=O.[Na+].[Na+], predict the reaction product. The product is: [CH:11]1[C:12]2[NH:13][C:14]3[C:5](=[CH:4][CH:3]=[CH:2][CH:1]=3)[NH:6][C:7]=2[CH:8]=[CH:9][CH:10]=1. (5) Given the reactants Cl.[Br:2][C:3]1[CH:4]=[C:5]([NH:9][NH2:10])[CH:6]=[CH:7][CH:8]=1.C(Cl)(Cl)(Cl)Cl.C(N(CC)CC)C.C(O[C:26](=[N:28][C:29](=O)[C:30]1[CH:35]=[CH:34][CH:33]=[CH:32][CH:31]=1)[CH3:27])C, predict the reaction product. The product is: [Br:2][C:3]1[CH:4]=[C:5]([N:9]2[C:29]([C:30]3[CH:35]=[CH:34][CH:33]=[CH:32][CH:31]=3)=[N:28][C:26]([CH3:27])=[N:10]2)[CH:6]=[CH:7][CH:8]=1. (6) Given the reactants [Cl:1][C:2]1[CH:3]=[C:4]([C:13]2[O:14][C:15]3[CH2:21][CH2:20][CH:19]([OH:22])[CH2:18][C:16]=3[N:17]=2)[CH:5]=[CH:6][C:7]=1[O:8][CH2:9][CH:10]1[CH2:12][CH2:11]1.Cl[CH2:24][C:25]([N:27]1[CH2:32][CH2:31][O:30][CH2:29][CH2:28]1)=[O:26].CC(C)([O-])C.[K+].[Cl-].[NH4+], predict the reaction product. The product is: [Cl:1][C:2]1[CH:3]=[C:4]([C:13]2[O:14][C:15]3[CH2:21][CH2:20][CH:19]([O:22][CH2:24][C:25]([N:27]4[CH2:32][CH2:31][O:30][CH2:29][CH2:28]4)=[O:26])[CH2:18][C:16]=3[N:17]=2)[CH:5]=[CH:6][C:7]=1[O:8][CH2:9][CH:10]1[CH2:11][CH2:12]1. (7) Given the reactants [OH:1][C:2]1([C:9]2[CH:10]=[N:11][CH:12]=[CH:13][CH:14]=2)[CH2:7][CH2:6][CH2:5][CH2:4][C:3]1=[O:8].C(O[CH:20](N(C)C)[N:21]([CH3:23])[CH3:22])(C)(C)C, predict the reaction product. The product is: [CH3:20][N:21]([CH3:23])/[CH:22]=[C:4]1\[CH2:5][CH2:6][CH2:7][C:2]([OH:1])([C:9]2[CH:10]=[N:11][CH:12]=[CH:13][CH:14]=2)[C:3]\1=[O:8].